This data is from Forward reaction prediction with 1.9M reactions from USPTO patents (1976-2016). The task is: Predict the product of the given reaction. (1) Given the reactants C[O-].[Na+:3].CO.CN1[CH:14]=[CH:13][C:11](=[O:12])N(C)C1=O.[C:16]([CH2:18][C:19]([NH:21][C:22]1[CH:27]=[CH:26][CH:25]=[CH:24][CH:23]=1)=[S:20])#[N:17], predict the reaction product. The product is: [C:16]([C:18]1[CH:14]=[CH:13][C:11](=[O:12])[N:21]([C:22]2[CH:27]=[CH:26][CH:25]=[CH:24][CH:23]=2)[C:19]=1[S-:20])#[N:17].[Na+:3]. (2) Given the reactants [NH2:1][C:2]1[C:3]([N:10]2[CH2:15][CH2:14][CH:13]([N:16]3C4C=CC=CC=4[NH:18][C:17]3=[O:25])[CH2:12][CH2:11]2)=[N:4][CH:5]=[N:6][C:7]=1[NH:8][CH3:9].[C:26]12(CS(O)(=O)=O)C(C)(C)[CH:30]([CH2:31][CH2:32]1)[CH2:29][C:27]2=O.[CH3:41][C:42](C)(C)C([O-])([O-])[O-], predict the reaction product. The product is: [CH3:41][C:42]1[N:8]([CH3:9])[C:7]2[C:2]([N:1]=1)=[C:3]([N:10]1[CH2:11][CH2:12][CH:13]([N:16]3[C:27]4[CH:29]=[CH:30][CH:31]=[CH:32][C:26]=4[NH:18][C:17]3=[O:25])[CH2:14][CH2:15]1)[N:4]=[CH:5][N:6]=2. (3) Given the reactants [Cl:1][C:2]1[C:11]2[C:6](=[CH:7][CH:8]=[C:9](C(C3N(C)C(C)=NC=3)=O)[CH:10]=2)[N:5]=[C:4]([O:21][CH3:22])[C:3]=1[CH:23]1[CH2:27][CH2:26][CH2:25][CH2:24]1.[Li]CCCC.[CH3:33][C:34]1[C:39]([C:40]([C:42]2[N:46]([CH3:47])[N:45]=[N:44][CH:43]=2)=[O:41])=[CH:38][CH:37]=[C:36]([CH3:48])[N:35]=1, predict the reaction product. The product is: [Cl:1][C:2]1[C:11]2[C:6](=[CH:7][CH:8]=[C:9]([C:40]([C:39]3[C:34]([CH3:33])=[N:35][C:36]([CH3:48])=[CH:37][CH:38]=3)([C:42]3[N:46]([CH3:47])[N:45]=[N:44][CH:43]=3)[OH:41])[CH:10]=2)[N:5]=[C:4]([O:21][CH3:22])[C:3]=1[CH:23]1[CH2:24][CH2:25][CH2:26][CH2:27]1. (4) Given the reactants O(P([CH2:17][C:18]([O:20][C:21]([CH3:24])([CH3:23])[CH3:22])=[O:19])(OC1C=CC=CC=1)=O)C1C=CC=CC=1.[H-].[Na+].[Br:27][C:28]1[CH:29]=[C:30]([CH:35]=[C:36]([Br:40])[C:37]=1[CH:38]=O)[C:31]([O:33][CH3:34])=[O:32], predict the reaction product. The product is: [Br:27][C:28]1[CH:29]=[C:30]([CH:35]=[C:36]([Br:40])[C:37]=1/[CH:38]=[CH:17]\[C:18]([O:20][C:21]([CH3:24])([CH3:23])[CH3:22])=[O:19])[C:31]([O:33][CH3:34])=[O:32]. (5) Given the reactants Cl[S:2]([C:5]1[CH:6]=[C:7]([CH:11]=[CH:12][CH:13]=1)[C:8](Cl)=[O:9])(=[O:4])=[O:3].[CH2:14]1[NH:19][CH2:18][CH2:17][N:16]2[CH2:20][CH2:21][CH2:22][C@H:15]12.C(=O)([O-])[O-].[Na+].[Na+].[F:29][C:30]([F:39])([F:38])[C:31]1[CH:37]=[CH:36][C:34]([NH2:35])=[CH:33][CH:32]=1, predict the reaction product. The product is: [CH2:14]1[N:19]([C:8]([C:7]2[CH:6]=[C:5]([S:2]([NH:35][C:34]3[CH:36]=[CH:37][C:31]([C:30]([F:29])([F:38])[F:39])=[CH:32][CH:33]=3)(=[O:4])=[O:3])[CH:13]=[CH:12][CH:11]=2)=[O:9])[CH2:18][CH2:17][N:16]2[CH2:20][CH2:21][CH2:22][C@H:15]12. (6) Given the reactants [N:1]1([C:7]2[CH:12]=[CH:11][C:10]([N:13]3[CH:22]=[CH:21][C:20]4[C:15](=[CH:16][CH:17]=[CH:18][CH:19]=4)[C:14]3=[O:23])=[CH:9][CH:8]=2)[CH2:6][CH2:5][NH:4][CH2:3][CH2:2]1.CC1C=CC(S(O[CH2:35][CH2:36][CH2:37][C:38]2[C:46]3[C:41](=[CH:42][CH:43]=[C:44]([O:47][CH3:48])[CH:45]=3)[NH:40][CH:39]=2)(=O)=O)=CC=1.C(=O)([O-])[O-].[K+].[K+].[I-].[K+], predict the reaction product. The product is: [CH3:48][O:47][C:44]1[CH:45]=[C:46]2[C:41](=[CH:42][CH:43]=1)[NH:40][CH:39]=[C:38]2[CH2:37][CH2:36][CH2:35][N:4]1[CH2:5][CH2:6][N:1]([C:7]2[CH:8]=[CH:9][C:10]([N:13]3[CH:22]=[CH:21][C:20]4[C:15](=[CH:16][CH:17]=[CH:18][CH:19]=4)[C:14]3=[O:23])=[CH:11][CH:12]=2)[CH2:2][CH2:3]1.